Task: Predict the reactants needed to synthesize the given product.. Dataset: Full USPTO retrosynthesis dataset with 1.9M reactions from patents (1976-2016) (1) Given the product [C:9]([C:7]1[N:8]=[C:3]([NH:2][CH3:1])[C:4]2[N:14]=[C:13]([NH:15][CH2:16][CH2:17][CH3:18])[N:12]=[C:11]([NH:19][CH3:20])[C:5]=2[N:6]=1)(=[O:21])[NH2:10], predict the reactants needed to synthesize it. The reactants are: [CH3:1][NH:2][C:3]1[C:4]2[N:14]=[C:13]([NH:15][CH2:16][CH2:17][CH3:18])[N:12]=[C:11]([NH:19][CH3:20])[C:5]=2[N:6]=[C:7]([C:9]#[N:10])[N:8]=1.[OH-:21].[Na+].O. (2) Given the product [CH2:1]([O:3][C:4](=[O:14])[CH2:5][CH2:6][C:7]1[CH:8]=[CH:9][C:10]([Cl:13])=[CH:11][CH:12]=1)[CH3:2], predict the reactants needed to synthesize it. The reactants are: [CH2:1]([O:3][C:4](=[O:14])/[CH:5]=[CH:6]/[C:7]1[CH:12]=[CH:11][C:10]([Cl:13])=[CH:9][CH:8]=1)[CH3:2].[H][H].